Dataset: Reaction yield outcomes from USPTO patents with 853,638 reactions. Task: Predict the reaction yield, written as a fraction of the theoretical maximum amount of product (1.0 means a 100% yield; for example, 0.34 means a 34% yield). (1) The reactants are [Br:1][C:2]1[CH:3]=[N:4][N:5]([CH:18]([CH3:20])[CH3:19])[C:6]=1[C:7]1[CH:12]=[C:11]([N+:13]([O-])=O)[CH:10]=[CH:9][C:8]=1[O:16][CH3:17].O.O.Cl[Sn]Cl. The catalyst is C(O)C. The product is [Br:1][C:2]1[CH:3]=[N:4][N:5]([CH:18]([CH3:20])[CH3:19])[C:6]=1[C:7]1[CH:12]=[C:11]([NH2:13])[CH:10]=[CH:9][C:8]=1[O:16][CH3:17]. The yield is 0.850. (2) The reactants are [CH3:1][C@@H:2]([NH:5][C:6](=[O:15])[O:7][CH2:8][C:9]1[CH:14]=[CH:13][CH:12]=[CH:11][CH:10]=1)[CH:3]=O.Cl.[CH3:17][O:18][C:19](=[O:22])[CH2:20][NH2:21].C1COCC1. The catalyst is CO. The product is [CH2:8]([O:7][C:6]([NH:5][C@H:2]([CH3:1])[CH2:3][NH:21][CH2:20][C:19]([O:18][CH3:17])=[O:22])=[O:15])[C:9]1[CH:14]=[CH:13][CH:12]=[CH:11][CH:10]=1. The yield is 0.750.